Dataset: Reaction yield outcomes from USPTO patents with 853,638 reactions. Task: Predict the reaction yield, written as a fraction of the theoretical maximum amount of product (1.0 means a 100% yield; for example, 0.34 means a 34% yield). (1) The reactants are [O:1]=[C:2]1[C:11]([CH2:12][N:13]2[CH2:18][CH2:17][C:16]3([C:26]4[C:21](=[CH:22][CH:23]=[CH:24][CH:25]=4)[CH2:20][CH2:19]3)[CH2:15][CH2:14]2)=[CH:10][C:9]2[C:4](=[CH:5][CH:6]=[CH:7][CH:8]=2)[NH:3]1.[H-].[Na+].I[CH3:30]. The catalyst is CN(C=O)C. The product is [CH3:30][N:3]1[C:4]2[C:9](=[CH:8][CH:7]=[CH:6][CH:5]=2)[CH:10]=[C:11]([CH2:12][N:13]2[CH2:14][CH2:15][C:16]3([C:26]4[C:21](=[CH:22][CH:23]=[CH:24][CH:25]=4)[CH2:20][CH2:19]3)[CH2:17][CH2:18]2)[C:2]1=[O:1]. The yield is 0.800. (2) The reactants are [NH2:1][C:2]1[C:11]2[C:6](=[C:7](I)[CH:8]=[CH:9][CH:10]=2)[N:5]=[N:4][C:3]=1[C:13]([NH:15][CH2:16][CH2:17][CH3:18])=[O:14].[CH3:19][C:20]1[CH:25]=[CH:24][C:23]([CH3:26])=[CH:22][C:21]=1B(O)O. No catalyst specified. The product is [NH2:1][C:2]1[C:11]2[C:6](=[C:7]([C:21]3[CH:22]=[C:23]([CH3:26])[CH:24]=[CH:25][C:20]=3[CH3:19])[CH:8]=[CH:9][CH:10]=2)[N:5]=[N:4][C:3]=1[C:13]([NH:15][CH2:16][CH2:17][CH3:18])=[O:14]. The yield is 0.830. (3) The reactants are [S:1]1[CH:5]=[CH:4][C:3]2[CH:6]=[CH:7][CH:8]=[C:9]([C:10]([NH2:12])=[O:11])[C:2]1=2.C(O)(=O)C.C1C(=O)N([Br:24])C(=O)C1. The catalyst is ClCCl. The product is [Br:24][C:4]1[C:3]2[CH:6]=[CH:7][CH:8]=[C:9]([C:10]([NH2:12])=[O:11])[C:2]=2[S:1][CH:5]=1. The yield is 0.790. (4) The reactants are [I:1][C:2]1[CH:7]=[CH:6][C:5]([N:8]2[CH2:13][CH2:12][NH:11][CH2:10][CH2:9]2)=[CH:4][CH:3]=1.CCN(C(C)C)C(C)C.Cl[CH2:24][CH2:25][OH:26]. The catalyst is CC#N.O.C([O-])(O)=O.[Na+]. The product is [I:1][C:2]1[CH:3]=[CH:4][C:5]([N:8]2[CH2:13][CH2:12][N:11]([CH2:24][CH2:25][OH:26])[CH2:10][CH2:9]2)=[CH:6][CH:7]=1. The yield is 0.810. (5) The product is [CH3:8][C:6]1([CH3:9])[CH2:7][C:2]2[NH:1][C:11](=[O:14])[CH:12]=[CH:13][C:3]=2[C:4](=[O:10])[CH2:5]1. No catalyst specified. The yield is 0.785. The reactants are [NH2:1][C:2]1[CH2:7][C:6]([CH3:9])([CH3:8])[CH2:5][C:4](=[O:10])[CH:3]=1.[C:11](OCC)(=[O:14])[C:12]#[CH:13]. (6) The reactants are Cl.[C:2]1([CH3:10])[CH:7]=[CH:6][C:5]([NH:8]N)=[CH:4][CH:3]=1.[C:11]([N:16]1[CH2:21][CH2:20][C:19](=O)[CH2:18][CH2:17]1)([O:13][CH2:14][CH3:15])=[O:12]. The catalyst is CCO. The product is [CH3:10][C:2]1[CH:7]=[CH:6][C:5]2[NH:8][C:19]3[CH2:20][CH2:21][N:16]([C:11]([O:13][CH2:14][CH3:15])=[O:12])[CH2:17][C:18]=3[C:4]=2[CH:3]=1. The yield is 0.860.